Dataset: Peptide-MHC class II binding affinity with 134,281 pairs from IEDB. Task: Regression. Given a peptide amino acid sequence and an MHC pseudo amino acid sequence, predict their binding affinity value. This is MHC class II binding data. (1) The peptide sequence is WPQQQPFPQPQQPFC. The MHC is HLA-DPA10301-DPB10402 with pseudo-sequence HLA-DPA10301-DPB10402. The binding affinity (normalized) is 0.251. (2) The peptide sequence is VLALGNQEGSLKTAL. The MHC is HLA-DQA10201-DQB10303 with pseudo-sequence YNFHERXFATVLHILYFGLTYYDVRTETVHLETT. The binding affinity (normalized) is 0. (3) The binding affinity (normalized) is 0.524. The MHC is DRB1_0301 with pseudo-sequence DRB1_0301. The peptide sequence is KKLAQAVMEMTYKNK. (4) The peptide sequence is NALSVLDKIYTSPLC. The MHC is DRB1_1101 with pseudo-sequence DRB1_1101. The binding affinity (normalized) is 0.527. (5) The peptide sequence is KASPVLAFPAGVCPT. The MHC is DRB1_0401 with pseudo-sequence DRB1_0401. The binding affinity (normalized) is 0.0473. (6) The peptide sequence is LALVGFLGGLITGIS. The MHC is DRB1_0901 with pseudo-sequence DRB1_0901. The binding affinity (normalized) is 0.623. (7) The peptide sequence is AFKVDATAANAAPAN. The MHC is DRB1_0802 with pseudo-sequence DRB1_0802. The binding affinity (normalized) is 0.603.